From a dataset of Full USPTO retrosynthesis dataset with 1.9M reactions from patents (1976-2016). Predict the reactants needed to synthesize the given product. (1) Given the product [Cl:14][C:15]1[N:19]2[CH2:20][CH2:21][N:22]([C:11]([C:9]3[CH:10]=[C:5]4[N:4]=[CH:3][C:2]([Cl:1])=[CH:7][N:6]4[N:8]=3)=[O:13])[CH2:23][C:18]2=[CH:17][CH:16]=1, predict the reactants needed to synthesize it. The reactants are: [Cl:1][C:2]1[CH:3]=[N:4][C:5]2[N:6]([N:8]=[C:9]([C:11]([OH:13])=O)[CH:10]=2)[CH:7]=1.[Cl:14][C:15]1[N:19]2[CH2:20][CH2:21][NH:22][CH2:23][C:18]2=[CH:17][CH:16]=1. (2) Given the product [NH2:27][C:17]1[C:18]([NH:20][S:21]([CH:24]([CH3:26])[CH3:25])(=[O:23])=[O:22])=[N:19][C:14]([C:12]2[NH:13][C:9]([C:3]3[C:2]([F:1])=[CH:7][CH:6]=[CH:5][C:4]=3[F:8])=[N:10][C:11]=2[C:30]2[CH:31]=[CH:32][CH:33]=[CH:34][CH:35]=2)=[CH:15][CH:16]=1, predict the reactants needed to synthesize it. The reactants are: [F:1][C:2]1[CH:7]=[CH:6][CH:5]=[C:4]([F:8])[C:3]=1[C:9]1[NH:13][C:12]([C:14]2[N:19]=[C:18]([NH:20][S:21]([CH:24]([CH3:26])[CH3:25])(=[O:23])=[O:22])[C:17]([N+:27]([O-])=O)=[CH:16][CH:15]=2)=[C:11]([C:30]2[CH:35]=[CH:34][CH:33]=[CH:32][CH:31]=2)[N:10]=1.[BH4-].[Na+]. (3) The reactants are: [Cl:1][C:2]1[CH:7]=[CH:6][C:5]([C:8]2[C:12]([CH2:13][O:14][C:15]3[CH:23]=[CH:22][C:18]([C:19](O)=[O:20])=[CH:17][N:16]=3)=[C:11]([CH2:24][OH:25])[O:10][N:9]=2)=[CH:4][CH:3]=1.[NH2:26][C:27]([CH3:31])([CH3:30])[CH2:28][OH:29].O.ON1C2C=CC=CC=2N=N1.C(N(C(C)C)C(C)C)C.Cl.CN(C)CCCN=C=NCC. Given the product [Cl:1][C:2]1[CH:7]=[CH:6][C:5]([C:8]2[C:12]([CH2:13][O:14][C:15]3[CH:23]=[CH:22][C:18]([C:19]([NH:26][C:27]([CH3:31])([CH3:30])[CH2:28][OH:29])=[O:20])=[CH:17][N:16]=3)=[C:11]([CH2:24][OH:25])[O:10][N:9]=2)=[CH:4][CH:3]=1, predict the reactants needed to synthesize it. (4) Given the product [C:1]([CH:3]1[CH:7]([OH:8])[CH2:6][N:5]([C:9]([O:11][C:12]([CH3:15])([CH3:14])[CH3:13])=[O:10])[CH2:4]1)#[N:2], predict the reactants needed to synthesize it. The reactants are: [C:1]([C:3]1(C)[C:7](=[O:8])[CH2:6][N:5]([C:9]([O:11][C:12]([CH3:15])([CH3:14])[CH3:13])=[O:10])[CH2:4]1)#[N:2].[BH4-].[Na+]. (5) Given the product [C:2]([O:5][C@@H:6]1[C@@H:11]([O:12][C:13](=[O:15])[CH3:14])[C@@H:10]([O:16][C:17](=[O:19])[CH3:18])[C@@H:9]([CH2:20][O:21][C:22](=[O:24])[CH3:23])[O:8][C@H:7]1[S:29][CH2:45][C:46]#[N:47])(=[O:4])[CH3:3], predict the reactants needed to synthesize it. The reactants are: [Br-].[C:2]([O:5][C@@H:6]1[C@@H:11]([O:12][C:13](=[O:15])[CH3:14])[C@@H:10]([O:16][C:17](=[O:19])[CH3:18])[C@@H:9]([CH2:20][O:21][C:22](=[O:24])[CH3:23])[O:8][CH:7]1NC(S)=[NH2+])(=[O:4])[CH3:3].[S:29](S([O-])=O)([O-])(=O)=O.[Na+].[Na+].C(=O)([O-])[O-].[K+].[K+].Cl[CH2:45][C:46]#[N:47]. (6) Given the product [CH2:1]([O:3][C:4](=[O:34])[CH:5]([O:31][CH2:32][CH3:33])[CH2:6][C:7]1[CH:15]=[CH:14][C:13]([O:16][CH2:17][CH2:18][C:19]2[N:20]=[C:21]([C:25]3[CH:26]=[CH:27][CH:28]=[CH:29][CH:30]=3)[O:22][C:23]=2[CH3:24])=[C:12]2[C:8]=1[CH2:9][CH2:10][CH2:11]2)[CH3:2], predict the reactants needed to synthesize it. The reactants are: [CH2:1]([O:3][C:4](=[O:34])/[C:5](/[O:31][CH2:32][CH3:33])=[CH:6]/[C:7]1[CH:15]=[CH:14][C:13]([O:16][CH2:17][CH2:18][C:19]2[N:20]=[C:21]([C:25]3[CH:30]=[CH:29][CH:28]=[CH:27][CH:26]=3)[O:22][C:23]=2[CH3:24])=[C:12]2[C:8]=1[CH2:9][CH2:10][CH2:11]2)[CH3:2]. (7) Given the product [CH2:13]([O:12][CH2:11][CH2:10][CH2:9][N:1]1[CH2:6][CH2:5][C:4](=[O:7])[CH2:3][CH2:2]1)[CH3:14], predict the reactants needed to synthesize it. The reactants are: [NH:1]1[CH2:6][CH2:5][C:4](=[O:7])[CH2:3][CH2:2]1.Cl[CH2:9][CH2:10][CH2:11][O:12][CH2:13][CH3:14].